Dataset: Reaction yield outcomes from USPTO patents with 853,638 reactions. Task: Predict the reaction yield, written as a fraction of the theoretical maximum amount of product (1.0 means a 100% yield; for example, 0.34 means a 34% yield). (1) The reactants are C([O:8][C:9]1[CH:14]=[CH:13][CH:12]=[CH:11][C:10]=1[CH2:15][CH2:16][CH2:17][CH2:18][CH2:19][CH2:20][CH2:21][S:22]([F:25])(=[O:24])=[O:23])C1C=CC=CC=1.B(F)(F)F.CCOCC. The catalyst is C(S)(S)C. The product is [OH:8][C:9]1[CH:14]=[CH:13][CH:12]=[CH:11][C:10]=1[CH2:15][CH2:16][CH2:17][CH2:18][CH2:19][CH2:20][CH2:21][S:22]([F:25])(=[O:24])=[O:23]. The yield is 0.700. (2) The reactants are [C:1]([C:3]1[C:7]([CH3:8])=[C:6]([CH3:9])[S:5][C:4]=1[NH:10][C:11]([NH:13]C(=O)C1C=CC=CC=1)=[O:12])#[N:2].[CH3:22]I. No catalyst specified. The product is [CH3:22][O:12][C:11]1[N:13]=[C:1]([NH2:2])[C:3]2[C:7]([CH3:8])=[C:6]([CH3:9])[S:5][C:4]=2[N:10]=1. The yield is 0.860.